Dataset: Full USPTO retrosynthesis dataset with 1.9M reactions from patents (1976-2016). Task: Predict the reactants needed to synthesize the given product. Given the product [C:1]([C:5]1[N:10]=[C:9]([N:11]2[CH2:16][CH2:15][N:14]([CH2:17][CH2:18][CH2:19][CH2:20][NH:21][C:31]([N:43]3[CH2:44][CH2:45][N:40]([CH2:38][CH3:39])[CH2:41][CH2:42]3)=[O:32])[CH2:13][CH2:12]2)[CH:8]=[C:7]([C:22]([F:24])([F:25])[F:23])[N:6]=1)([CH3:4])([CH3:2])[CH3:3], predict the reactants needed to synthesize it. The reactants are: [C:1]([C:5]1[N:10]=[C:9]([N:11]2[CH2:16][CH2:15][N:14]([CH2:17][CH2:18][CH2:19][CH2:20][NH2:21])[CH2:13][CH2:12]2)[CH:8]=[C:7]([C:22]([F:25])([F:24])[F:23])[N:6]=1)([CH3:4])([CH3:3])[CH3:2].C1N=CN([C:31](N2C=NC=C2)=[O:32])C=1.[CH2:38]([N:40]1[CH2:45][CH2:44][NH:43][CH2:42][CH2:41]1)[CH3:39].